From a dataset of Full USPTO retrosynthesis dataset with 1.9M reactions from patents (1976-2016). Predict the reactants needed to synthesize the given product. Given the product [CH:5]([BH:1][CH:9]([CH:8]([CH3:14])[CH3:7])[CH3:10])([CH:3]([CH3:4])[CH3:2])[CH3:6], predict the reactants needed to synthesize it. The reactants are: [BH3:1].[CH3:2][C:3](=[CH:5][CH3:6])[CH3:4].[CH2:7]=[C:8]1[CH2:14]C2N(CC3C=CC=CC=3)[CH:10](CC2)[CH2:9]1.OO.Cl.